From a dataset of Catalyst prediction with 721,799 reactions and 888 catalyst types from USPTO. Predict which catalyst facilitates the given reaction. (1) Reactant: [Br:1][C:2]1[CH:3]=[CH:4][C:5]2[O:11][CH2:10][CH2:9][N:8]3[C:12]([C:18]([OH:20])=O)=[C:13]([C:15](=[O:17])[NH2:16])[N:14]=[C:7]3[C:6]=2[CH:21]=1.Cl.[CH3:23][NH2:24]. Product: [Br:1][C:2]1[CH:3]=[CH:4][C:5]2[O:11][CH2:10][CH2:9][N:8]3[C:12]([C:18]([NH:24][CH3:23])=[O:20])=[C:13]([C:15]([NH2:16])=[O:17])[N:14]=[C:7]3[C:6]=2[CH:21]=1. The catalyst class is: 6. (2) Reactant: [CH3:1][O:2][C:3](=[O:16])[C:4]1[CH:9]=[C:8]([N:10]2[CH:14]=[CH:13][CH:12]=[N:11]2)[CH:7]=[CH:6][C:5]=1N.Cl.N([O-])=O.[Na+].[I-:22].[K+]. Product: [CH3:1][O:2][C:3](=[O:16])[C:4]1[CH:9]=[C:8]([N:10]2[CH:14]=[CH:13][CH:12]=[N:11]2)[CH:7]=[CH:6][C:5]=1[I:22]. The catalyst class is: 232. (3) Reactant: [Br:1][C:2]1[CH:14]=[CH:13][C:5]([CH2:6][CH:7]2[CH2:12][CH2:11][NH:10][CH2:9][CH2:8]2)=[CH:4][CH:3]=1.[CH2:15]=O. Product: [Br:1][C:2]1[CH:3]=[CH:4][C:5]([CH2:6][CH:7]2[CH2:8][CH2:9][N:10]([CH3:15])[CH2:11][CH2:12]2)=[CH:13][CH:14]=1. The catalyst class is: 106. (4) Reactant: [Cl:1][C:2]1[CH:7]=[C:6]([Cl:8])[CH:5]=[CH:4][C:3]=1[C:9]1[NH:10][C:11](=[O:20])[C:12]2[N:13]([N:15]=[C:16]([CH:18]=O)[CH:17]=2)[CH:14]=1.[CH3:21][N:22]1[CH2:27][CH2:26][NH:25][CH2:24][CH2:23]1.C(O)(=O)C.C([BH3-])#N.[Na+].Cl. Product: [Cl:1][C:2]1[CH:7]=[C:6]([Cl:8])[CH:5]=[CH:4][C:3]=1[C:9]1[NH:10][C:11](=[O:20])[C:12]2[N:13]([N:15]=[C:16]([CH2:18][N:25]3[CH2:26][CH2:27][N:22]([CH3:21])[CH2:23][CH2:24]3)[CH:17]=2)[CH:14]=1. The catalyst class is: 5. (5) Reactant: [C:1]1([CH:7]([C:20]2[CH:25]=[CH:24][C:23]([C:26]([F:29])([F:28])[F:27])=[CH:22][CH:21]=2)[CH:8]2[CH2:13][CH2:12][CH2:11][N:10]([CH2:14][C:15]([O:17]CC)=[O:16])[CH2:9]2)[CH:6]=[CH:5][CH:4]=[CH:3][CH:2]=1.O[Li].O. Product: [C:1]1([CH:7]([C:20]2[CH:21]=[CH:22][C:23]([C:26]([F:29])([F:27])[F:28])=[CH:24][CH:25]=2)[CH:8]2[CH2:13][CH2:12][CH2:11][N:10]([CH2:14][C:15]([OH:17])=[O:16])[CH2:9]2)[CH:2]=[CH:3][CH:4]=[CH:5][CH:6]=1. The catalyst class is: 87. (6) Reactant: [CH2:1]([O:8][C:9]([N:11]1[CH2:16][CH2:15][CH:14]([N:17]2[C:25]3[C:20](=[CH:21][C:22]([C:26]([O:28]C)=[O:27])=[CH:23][CH:24]=3)[CH2:19][C:18]2=[O:30])[CH2:13][CH2:12]1)=[O:10])[C:2]1[CH:7]=[CH:6][CH:5]=[CH:4][CH:3]=1.C(#N)C.[OH-].[Na+].C(O)(=O)C. The catalyst class is: 6. Product: [CH2:1]([O:8][C:9]([N:11]1[CH2:16][CH2:15][CH:14]([N:17]2[C:25]3[C:20](=[CH:21][C:22]([C:26]([OH:28])=[O:27])=[CH:23][CH:24]=3)[CH2:19][C:18]2=[O:30])[CH2:13][CH2:12]1)=[O:10])[C:2]1[CH:7]=[CH:6][CH:5]=[CH:4][CH:3]=1.